Dataset: Forward reaction prediction with 1.9M reactions from USPTO patents (1976-2016). Task: Predict the product of the given reaction. Given the reactants [N+:1]([C:4]1[CH:9]=[CH:8][CH:7]=[CH:6][C:5]=1[C:10]1[S:14][C:13]([NH:15][S:16]([CH3:19])(=[O:18])=[O:17])=[N:12][N:11]=1)([O-])=O.CC(O)C.[Cl-].[NH4+], predict the reaction product. The product is: [NH2:1][C:4]1[CH:9]=[CH:8][CH:7]=[CH:6][C:5]=1[C:10]1[S:14][C:13]([NH:15][S:16]([CH3:19])(=[O:18])=[O:17])=[N:12][N:11]=1.